Dataset: Forward reaction prediction with 1.9M reactions from USPTO patents (1976-2016). Task: Predict the product of the given reaction. (1) Given the reactants [CH2:1]([Mg]Br)[CH3:2].[CH3:5][O:6][C:7]1[CH:14]=[CH:13][C:10]([C:11]#[N:12])=[CH:9][N:8]=1.CO.[BH4-].[Na+], predict the reaction product. The product is: [CH3:5][O:6][C:7]1[N:8]=[CH:9][C:10]([CH:11]([NH2:12])[CH2:1][CH3:2])=[CH:13][CH:14]=1. (2) Given the reactants Cl.[NH2:2][C:3]1[N:4]=[C:5]2[CH:10]=[CH:9][C:8]([O:11][C:12]3[CH:13]=[CH:14][C:15](F)=[C:16]([NH:18][C:19]([C:21]4[N:25]([CH3:26])[N:24]=[C:23]([CH3:27])[CH:22]=4)=[O:20])[CH:17]=3)=[N:7][N:6]2[CH:29]=1.[CH2:30](N(CC)CC)C.[CH:37]1([S:40](Cl)(=[O:42])=[O:41])[CH2:39][CH2:38]1.O, predict the reaction product. The product is: [CH:37]1([S:40]([NH:2][C:3]2[N:4]=[C:5]3[CH:10]=[CH:9][C:8]([O:11][C:12]4[CH:13]=[CH:14][C:15]([CH3:30])=[C:16]([NH:18][C:19]([C:21]5[N:25]([CH3:26])[N:24]=[C:23]([CH3:27])[CH:22]=5)=[O:20])[CH:17]=4)=[N:7][N:6]3[CH:29]=2)(=[O:42])=[O:41])[CH2:39][CH2:38]1.